This data is from Forward reaction prediction with 1.9M reactions from USPTO patents (1976-2016). The task is: Predict the product of the given reaction. (1) Given the reactants C([O:8][C:9]1[CH:10]=[C:11](/[CH:23]=[CH:24]/[C:25]([OH:27])=O)[CH:12]=[CH:13][C:14]=1[N:15]1[CH2:19][C:18](=[O:20])[NH:17][S:16]1(=[O:22])=[O:21])C1C=CC=CC=1.[NH2:28][CH2:29][CH2:30][CH2:31][CH2:32][O:33][C:34]1[CH:41]=[CH:40][CH:39]=[C:38]([O:42]CC2C=CC=CC=2)[C:35]=1[C:36]#[N:37], predict the reaction product. The product is: [C:36]([C:35]1[C:38]([OH:42])=[CH:39][CH:40]=[CH:41][C:34]=1[O:33][CH2:32][CH2:31][CH2:30][CH2:29][NH:28][C:25](=[O:27])[CH2:24][CH2:23][C:11]1[CH:12]=[CH:13][C:14]([N:15]2[CH2:19][C:18](=[O:20])[NH:17][S:16]2(=[O:21])=[O:22])=[C:9]([OH:8])[CH:10]=1)#[N:37]. (2) Given the reactants [C:1]12([C:11]3[N:12]([CH2:22][C:23]([NH:25][C:26]([NH2:28])=[NH:27])=[O:24])[C:13]([C:16]4[CH:21]=[CH:20][CH:19]=[CH:18][CH:17]=4)=[CH:14][CH:15]=3)[CH2:10][CH:5]3[CH2:6][CH:7]([CH2:9][CH:3]([CH2:4]3)[CH2:2]1)[CH2:8]2.C(N(CC)CC)C.[CH2:36]([S:38](Cl)(=[O:40])=[O:39])[CH3:37], predict the reaction product. The product is: [C:1]12([C:11]3[N:12]([CH2:22][C:23](/[N:25]=[C:26](/[NH2:28])\[NH:27][S:38]([CH2:36][CH3:37])(=[O:40])=[O:39])=[O:24])[C:13]([C:16]4[CH:21]=[CH:20][CH:19]=[CH:18][CH:17]=4)=[CH:14][CH:15]=3)[CH2:8][CH:7]3[CH2:9][CH:3]([CH2:4][CH:5]([CH2:6]3)[CH2:10]1)[CH2:2]2. (3) Given the reactants Cl[CH2:2][C:3]1[N:4]=[CH:5][N:6]([CH3:8])[CH:7]=1.[CH3:9][C:10]1[N:15]=[C:14]([SH:16])[N:13]=[C:12]([OH:17])[CH:11]=1, predict the reaction product. The product is: [CH3:9][C:10]1[N:15]=[C:14]([S:16][CH2:2][C:3]2[N:4]=[CH:5][N:6]([CH3:8])[CH:7]=2)[N:13]=[C:12]([OH:17])[CH:11]=1.